From a dataset of Peptide-MHC class II binding affinity with 134,281 pairs from IEDB. Regression. Given a peptide amino acid sequence and an MHC pseudo amino acid sequence, predict their binding affinity value. This is MHC class II binding data. (1) The binding affinity (normalized) is 0.199. The peptide sequence is TDDNEEPIAPYHFDL. The MHC is DRB1_1001 with pseudo-sequence DRB1_1001. (2) The binding affinity (normalized) is 0.544. The peptide sequence is SVQVRGELAAEEVEV. The MHC is HLA-DPA10103-DPB10401 with pseudo-sequence HLA-DPA10103-DPB10401. (3) The MHC is DRB1_1101 with pseudo-sequence DRB1_1101. The binding affinity (normalized) is 0. The peptide sequence is DPHLPTLLLGSSGSGGDDDDPHGPVQLSYYD. (4) The peptide sequence is LVGPTPVNVIGRNLLTQIGC. The MHC is DRB4_0101 with pseudo-sequence DRB4_0103. The binding affinity (normalized) is 0.166. (5) The peptide sequence is LRTKLMTSRRVLEKE. The MHC is DRB1_0401 with pseudo-sequence DRB1_0401. The binding affinity (normalized) is 0.307. (6) The peptide sequence is ILDGLQTDELCPCNRAIGGATL. The MHC is DRB1_1301 with pseudo-sequence DRB1_1301. The binding affinity (normalized) is 0. (7) The peptide sequence is VFGYRKPLDNIKDNV. The MHC is HLA-DPA10301-DPB10402 with pseudo-sequence HLA-DPA10301-DPB10402. The binding affinity (normalized) is 0.0675.